Dataset: Catalyst prediction with 721,799 reactions and 888 catalyst types from USPTO. Task: Predict which catalyst facilitates the given reaction. (1) Reactant: Cl.Cl.[CH3:3][N:4]([CH3:36])[C:5]1[C:14](/[CH:15]=[CH:16]/[C:17]2[N:22]=[C:21]([N:23]([CH3:30])[CH:24]3[CH2:29][CH2:28][O:27][CH2:26][CH2:25]3)[CH:20]=[C:19]([N:31]3[CH2:35][CH2:34][CH2:33][CH2:32]3)[N:18]=2)=[N:13][C:12]2[C:7](=[CH:8][CH:9]=[CH:10][CH:11]=2)[N:6]=1.C(=O)(O)[O-].[Na+]. Product: [CH3:36][N:4]([CH3:3])[C:5]1[C:14](/[CH:15]=[CH:16]/[C:17]2[N:22]=[C:21]([N:23]([CH3:30])[CH:24]3[CH2:29][CH2:28][O:27][CH2:26][CH2:25]3)[CH:20]=[C:19]([N:31]3[CH2:32][CH2:33][CH2:34][CH2:35]3)[N:18]=2)=[N:13][C:12]2[C:7](=[CH:8][CH:9]=[CH:10][CH:11]=2)[N:6]=1. The catalyst class is: 22. (2) Reactant: CN(C(ON1N=NC2C=CC=NC1=2)=[N+](C)C)C.F[P-](F)(F)(F)(F)F.[F:25][C:26]1[CH:31]=[CH:30][C:29]([C:32]2[C:33]([C:42]([OH:44])=O)=[CH:34][C:35]([S:38]([CH3:41])(=[O:40])=[O:39])=[CH:36][CH:37]=2)=[CH:28][CH:27]=1.CCN(C(C)C)C(C)C.[N:54]1([C:59]2[CH:64]=[CH:63][C:62]([N:65]3[CH2:70][CH2:69][NH:68][CH2:67][CH2:66]3)=[CH:61][CH:60]=2)[CH:58]=[CH:57][CH:56]=[N:55]1. Product: [F:25][C:26]1[CH:27]=[CH:28][C:29]([C:32]2[CH:37]=[CH:36][C:35]([S:38]([CH3:41])(=[O:39])=[O:40])=[CH:34][C:33]=2[C:42]([N:68]2[CH2:69][CH2:70][N:65]([C:62]3[CH:61]=[CH:60][C:59]([N:54]4[CH:58]=[CH:57][CH:56]=[N:55]4)=[CH:64][CH:63]=3)[CH2:66][CH2:67]2)=[O:44])=[CH:30][CH:31]=1. The catalyst class is: 3. (3) Reactant: S1C=CC(C2[S:10][C:9]([NH:11][C:12]3[CH:17]=[CH:16][C:15]([OH:18])=[CH:14][CH:13]=3)=[N:8]C=2)=C1.[Cl:19][C:20]1[CH:25]=[CH:24][CH:23]=[CH:22][C:21]=1[CH2:26][CH:27]=O. Product: [Cl:19][C:20]1[CH:25]=[CH:24][CH:23]=[CH:22][C:21]=1[C:26]1[S:10][C:9]([NH:11][C:12]2[CH:17]=[CH:16][C:15]([OH:18])=[CH:14][CH:13]=2)=[N:8][CH:27]=1. The catalyst class is: 61. (4) Reactant: CS(C)=O.C([O-])([O-])=O.[K+].[K+].[Cl:11][C:12]1[N:20]=[C:19]2[C:15]([NH:16][CH:17]=[N:18]2)=[C:14]([Cl:21])[N:13]=1.[CH3:22][O:23][C:24]1[CH:31]=[CH:30][C:27]([CH2:28]Cl)=[CH:26][CH:25]=1. Product: [Cl:11][C:12]1[N:20]=[C:19]2[C:15]([N:16]=[CH:17][N:18]2[CH2:28][C:27]2[CH:30]=[CH:31][C:24]([O:23][CH3:22])=[CH:25][CH:26]=2)=[C:14]([Cl:21])[N:13]=1. The catalyst class is: 6. (5) Reactant: [F:1][C:2]1[CH:7]=[CH:6][C:5]([N:8]2[C:12](=[O:13])[C:11]([CH3:15])([CH3:14])[NH:10][C:9]2=[O:16])=[CH:4][C:3]=1[C:17]([F:20])([F:19])[F:18].Cl.N[C:23]([CH3:29])([CH3:28])[C:24](OC)=O.C(N(CC)CC)C.F[C:38]1[CH:43]=[CH:42][C:41]([N:44]=C=O)=[CH:40][C:39]=1C(F)(F)F.Cl.O1C[CH2:55][CH2:54][CH2:53]1. Product: [F:1][C:2]1[CH:7]=[CH:6][C:5]([N:8]2[C:12](=[O:13])[C:11]([CH3:14])([CH3:15])[N:10]([CH2:28][C:23]3[CH:29]=[CH:55][CH:54]=[CH:53][C:24]=3[NH:44][C:41]3[CH:40]=[CH:39][CH:38]=[CH:43][CH:42]=3)[C:9]2=[O:16])=[CH:4][C:3]=1[C:17]([F:18])([F:20])[F:19]. The catalyst class is: 69. (6) Reactant: C[O:2][C:3](=[O:35])[CH2:4][C:5]1[CH:10]=[C:9]([S:11]([N:14]2[CH:19]([CH3:20])[CH2:18][N:17]([CH2:21][C:22]3[CH:27]=[CH:26][C:25]([O:28][C:29]([F:32])([F:31])[F:30])=[CH:24][CH:23]=3)[CH2:16][CH:15]2[CH3:33])(=[O:13])=[O:12])[CH:8]=[CH:7][C:6]=1[CH3:34].[Li+].[OH-]. Product: [CH3:20][CH:19]1[CH2:18][N:17]([CH2:21][C:22]2[CH:27]=[CH:26][C:25]([O:28][C:29]([F:31])([F:30])[F:32])=[CH:24][CH:23]=2)[CH2:16][CH:15]([CH3:33])[N:14]1[S:11]([C:9]1[CH:8]=[CH:7][C:6]([CH3:34])=[C:5]([CH2:4][C:3]([OH:35])=[O:2])[CH:10]=1)(=[O:13])=[O:12]. The catalyst class is: 36.